Dataset: Peptide-MHC class I binding affinity with 185,985 pairs from IEDB/IMGT. Task: Regression. Given a peptide amino acid sequence and an MHC pseudo amino acid sequence, predict their binding affinity value. This is MHC class I binding data. (1) The peptide sequence is TISKDNLER. The MHC is HLA-A03:01 with pseudo-sequence HLA-A03:01. The binding affinity (normalized) is 0.272. (2) The peptide sequence is AQPAPQAPY. The MHC is HLA-A26:01 with pseudo-sequence HLA-A26:01. The binding affinity (normalized) is 0.213. (3) The peptide sequence is MNIASASRL. The MHC is HLA-A01:01 with pseudo-sequence HLA-A01:01. The binding affinity (normalized) is 0. (4) The peptide sequence is KLMALELFK. The MHC is HLA-A03:01 with pseudo-sequence HLA-A03:01. The binding affinity (normalized) is 0.566. (5) The peptide sequence is RVYYREGR. The MHC is Mamu-B08 with pseudo-sequence Mamu-B08. The binding affinity (normalized) is 0. (6) The peptide sequence is LFLEEMLRTR. The MHC is HLA-A33:01 with pseudo-sequence HLA-A33:01. The binding affinity (normalized) is 0.396. (7) The MHC is H-2-Kb with pseudo-sequence H-2-Kb. The peptide sequence is LSIPYNYPDM. The binding affinity (normalized) is 0.403. (8) The peptide sequence is SEIPNLDIIG. The MHC is HLA-B44:03 with pseudo-sequence HLA-B44:03. The binding affinity (normalized) is 0.353.